Dataset: Catalyst prediction with 721,799 reactions and 888 catalyst types from USPTO. Task: Predict which catalyst facilitates the given reaction. (1) Reactant: [CH3:1][N:2]([CH3:41])[CH2:3][CH2:4][CH2:5][NH:6][C:7]1[CH:8]=[C:9]2[C:13](=[CH:14][CH:15]=1)[N:12](COCC[Si](C)(C)C)[N:11]=[C:10]2[C:24]1[N:28](COCC[Si](C)(C)C)[C:27]2[CH:37]=[CH:38][CH:39]=[CH:40][C:26]=2[N:25]=1.C(N)CN.[F-].C([N+](CCCC)(CCCC)CCCC)CCC. The catalyst class is: 1. Product: [NH:28]1[C:27]2[CH:37]=[CH:38][CH:39]=[CH:40][C:26]=2[N:25]=[C:24]1[C:10]1[C:9]2[C:13](=[CH:14][CH:15]=[C:7]([NH:6][CH2:5][CH2:4][CH2:3][N:2]([CH3:1])[CH3:41])[CH:8]=2)[NH:12][N:11]=1. (2) The catalyst class is: 1. Product: [CH3:6][O:7][C:8]1[CH:13]=[CH:12][C:11]([N+:15]([O-:17])=[O:16])=[C:10]([CH:9]=1)[O:5][CH2:4][C@H:2]1[CH2:3][O:1]1. Reactant: [O:1]1[CH2:3][C@@H:2]1[CH2:4][OH:5].[CH3:6][O:7][C:8]1[CH:9]=[CH:10][C:11]([N+:15]([O-:17])=[O:16])=[C:12](O)[CH:13]=1.C1(P(C2C=CC=CC=2)C2C=CC=CC=2)C=CC=CC=1.N(C(OCC)=O)=NC(OCC)=O. (3) Reactant: [CH3:1][S:2]([C:5]1[CH:6]=[C:7]2[C:11](=[CH:12][CH:13]=1)[NH:10][C:9]([C:14]1[S:15][CH:16]=[CH:17][N:18]=1)=[CH:8]2)(=[O:4])=[O:3].CN(C)C=O.[H-].[Na+].[F:26][C:27]1[CH:32]=[CH:31][C:30]([S:33](Cl)(=[O:35])=[O:34])=[CH:29][CH:28]=1. Product: [F:26][C:27]1[CH:32]=[CH:31][C:30]([S:33]([N:10]2[C:11]3[C:7](=[CH:6][C:5]([S:2]([CH3:1])(=[O:4])=[O:3])=[CH:13][CH:12]=3)[CH:8]=[C:9]2[C:14]2[S:15][CH:16]=[CH:17][N:18]=2)(=[O:35])=[O:34])=[CH:29][CH:28]=1. The catalyst class is: 13. (4) Reactant: [Cl:1][C:2]1[CH:7]=[CH:6][C:5]([S:8]([C@H:11]2[CH2:16][CH2:15][C@H:14]([C:17]([O:19]C)=[O:18])[CH2:13][CH2:12]2)(=[O:10])=[O:9])=[CH:4][CH:3]=1.[OH-].[Na+].Cl. Product: [Cl:1][C:2]1[CH:7]=[CH:6][C:5]([S:8]([C@H:11]2[CH2:12][CH2:13][C@H:14]([C:17]([OH:19])=[O:18])[CH2:15][CH2:16]2)(=[O:10])=[O:9])=[CH:4][CH:3]=1. The catalyst class is: 5.